Dataset: Reaction yield outcomes from USPTO patents with 853,638 reactions. Task: Predict the reaction yield, written as a fraction of the theoretical maximum amount of product (1.0 means a 100% yield; for example, 0.34 means a 34% yield). (1) The reactants are [F:1][C:2]1[CH:3]=[C:4]([CH:7]=[CH:8][C:9]=1[F:10])[CH:5]=O.Cl.[O:12]([NH2:14])[CH3:13]. No catalyst specified. The product is [CH3:13][O:12][N:14]=[CH:5][C:4]1[CH:7]=[CH:8][C:9]([F:10])=[C:2]([F:1])[CH:3]=1. The yield is 1.00. (2) The reactants are Cl[C:2]1[CH:7]=[CH:6][CH:5]=[C:4]([F:8])[N:3]=1.[N:9]1[CH:14]=[CH:13][CH:12]=[C:11](B(O)O)[CH:10]=1.C(=O)([O-])[O-].[Na+].[Na+].[OH-].[Na+]. The catalyst is C1C=CC(/C=C/C(/C=C/C2C=CC=CC=2)=O)=CC=1.C1C=CC(/C=C/C(/C=C/C2C=CC=CC=2)=O)=CC=1.C1C=CC(/C=C/C(/C=C/C2C=CC=CC=2)=O)=CC=1.[Pd].[Pd]. The product is [F:8][C:4]1[N:3]=[C:2]([C:11]2[CH:10]=[N:9][CH:14]=[CH:13][CH:12]=2)[CH:7]=[CH:6][CH:5]=1. The yield is 0.990. (3) The reactants are [Cl:1][C:2]1[N:7]=[C:6]([C:8]2[S:12][C:11]([N:13]3[CH2:18][CH2:17][O:16][CH2:15][CH2:14]3)=[N:10][C:9]=2[C:19]2[C:20]([O:26][CH3:27])=[C:21]([CH:23]=[CH:24][CH:25]=2)[NH2:22])[CH:5]=[CH:4][N:3]=1.[F:28][C:29]1[CH:34]=[CH:33][CH:32]=[C:31]([F:35])[C:30]=1[S:36](Cl)(=[O:38])=[O:37]. No catalyst specified. The product is [Cl:1][C:2]1[N:7]=[C:6]([C:8]2[S:12][C:11]([N:13]3[CH2:14][CH2:15][O:16][CH2:17][CH2:18]3)=[N:10][C:9]=2[C:19]2[C:20]([O:26][CH3:27])=[C:21]([NH:22][S:36]([C:30]3[C:31]([F:35])=[CH:32][CH:33]=[CH:34][C:29]=3[F:28])(=[O:38])=[O:37])[CH:23]=[CH:24][CH:25]=2)[CH:5]=[CH:4][N:3]=1. The yield is 0.272. (4) The product is [O:1]1[C:5]2([CH2:10][CH2:9][CH:8]([CH2:11][C:12]3[CH:13]=[C:14]4[C:20]([C:21]5[CH2:22][N:23]([CH3:26])[NH:24][CH:25]=5)=[CH:19][N:18]([CH2:27][O:28][CH2:29][CH2:30][Si:31]([CH3:33])([CH3:32])[CH3:34])[C:15]4=[N:16][CH:17]=3)[CH2:7][CH2:6]2)[O:4][CH2:3][CH2:2]1. The yield is 0.790. The catalyst is CO.[OH-].[OH-].[Pd+2]. The reactants are [O:1]1[C:5]2([CH2:10][CH2:9][C:8](=[CH:11][C:12]3[CH:13]=[C:14]4[C:20]([C:21]5[CH2:22][N:23]([CH3:26])[NH:24][CH:25]=5)=[CH:19][N:18]([CH2:27][O:28][CH2:29][CH2:30][Si:31]([CH3:34])([CH3:33])[CH3:32])[C:15]4=[N:16][CH:17]=3)[CH2:7][CH2:6]2)[O:4][CH2:3][CH2:2]1. (5) The reactants are [Cl:1][C:2]1[CH:7]=[CH:6][C:5]([O:8][CH3:9])=[CH:4][C:3]=1[C:10]1[CH:20]=[C:19]([CH3:21])[C:13]2[N:14]=[C:15]([NH2:18])[N:16]=[N:17][C:12]=2[CH:11]=1.Br[C:23]1[CH:28]=[CH:27][C:26]([S:29]([CH2:32][CH2:33][CH2:34][N:35]2[CH2:39][CH2:38][CH2:37][CH2:36]2)(=[O:31])=[O:30])=[CH:25][CH:24]=1.C(=O)([O-])[O-].[Cs+].[Cs+].C1(P(C2C=CC=CC=2)C2C3OC4C(=CC=CC=4P(C4C=CC=CC=4)C4C=CC=CC=4)C(C)(C)C=3C=CC=2)C=CC=CC=1. The catalyst is C(Cl)Cl.[Pd].[Pd].C(=CC(C=CC1C=CC=CC=1)=O)C1C=CC=CC=1.C(=CC(C=CC1C=CC=CC=1)=O)C1C=CC=CC=1.C(=CC(C=CC1C=CC=CC=1)=O)C1C=CC=CC=1. The product is [Cl:1][C:2]1[CH:7]=[CH:6][C:5]([O:8][CH3:9])=[CH:4][C:3]=1[C:10]1[CH:20]=[C:19]([CH3:21])[C:13]2[N:14]=[C:15]([NH:18][C:23]3[CH:28]=[CH:27][C:26]([S:29]([CH2:32][CH2:33][CH2:34][N:35]4[CH2:36][CH2:37][CH2:38][CH2:39]4)(=[O:31])=[O:30])=[CH:25][CH:24]=3)[N:16]=[N:17][C:12]=2[CH:11]=1. The yield is 0.910. (6) The reactants are Br.[CH2:2]([O:4][C:5]([C:7]1[C:19]2[CH2:18][CH2:17][C:16]3[CH:15]=[N:14][CH:13]=[CH:12][C:11]=3[C:10]=2[NH:9][C:8]=1Br)=[O:6])[CH3:3].[C:21]1([CH3:30])[CH:26]=[CH:25][CH:24]=[CH:23][C:22]=1B(O)O.[Li+].[Cl-]. The product is [CH2:2]([O:4][C:5]([C:7]1[C:19]2[CH2:18][CH2:17][C:16]3[CH:15]=[N:14][CH:13]=[CH:12][C:11]=3[C:10]=2[NH:9][C:8]=1[C:22]1[CH:23]=[CH:24][CH:25]=[CH:26][C:21]=1[CH3:30])=[O:6])[CH3:3]. The yield is 0.850. The catalyst is C1(C)C=CC=CC=1.C(O)C.Cl[Pd](Cl)([P](C1C=CC=CC=1)(C1C=CC=CC=1)C1C=CC=CC=1)[P](C1C=CC=CC=1)(C1C=CC=CC=1)C1C=CC=CC=1. (7) The reactants are C(=O)([O:7][C:8]1[N:13]=[C:12]([CH:14]([CH3:16])[CH3:15])[CH:11]=[C:10]([CH:17]([CH3:19])[CH3:18])[N:9]=1)OC(C)(C)C.FC(F)(F)C(O)=O. The catalyst is C(Cl)Cl. The product is [CH:14]([C:12]1[CH:11]=[C:10]([CH:17]([CH3:19])[CH3:18])[N:9]=[C:8]([OH:7])[N:13]=1)([CH3:16])[CH3:15]. The yield is 0.300. (8) The reactants are [Cl:1][C:2]1[CH:9]=[CH:8][C:5]([CH2:6]Br)=[CH:4][CH:3]=1.[CH2:10]([O:12][C:13](=[O:37])[C:14]1[CH:19]=[CH:18][CH:17]=[C:16]([N:20]2[C:24]([CH3:25])=[CH:23][CH:22]=[C:21]2[C:26]2[CH:31]=[C:30]([S:32]([CH3:35])(=[O:34])=[O:33])[CH:29]=[CH:28][C:27]=2[OH:36])[CH:15]=1)[CH3:11].C([O-])([O-])=O.[K+].[K+]. The catalyst is CN(C=O)C.CCOC(C)=O. The product is [CH2:10]([O:12][C:13](=[O:37])[C:14]1[CH:19]=[CH:18][CH:17]=[C:16]([N:20]2[C:24]([CH3:25])=[CH:23][CH:22]=[C:21]2[C:26]2[CH:31]=[C:30]([S:32]([CH3:35])(=[O:33])=[O:34])[CH:29]=[CH:28][C:27]=2[O:36][CH2:6][C:5]2[CH:8]=[CH:9][C:2]([Cl:1])=[CH:3][CH:4]=2)[CH:15]=1)[CH3:11]. The yield is 0.780. (9) The reactants are [S:1]1[CH:5]=[CH:4][CH:3]=[C:2]1[CH2:6][NH:7][C:8]([C:10]1[N:11]=[C:12]2[C:17](Br)=[CH:16][C:15](C3C=CC=CC=3)=[CH:14][N:13]2[C:25]=1[Cl:26])=[O:9].[O:27]1[CH:31]=[CH:30][C:29](B(O)O)=[CH:28]1.[O-]P([O-])([O-])=O.[K+].[K+].[K+].O1CCOCC1. The catalyst is CCOC(C)=O.C1C=CC([P]([Pd]([P](C2C=CC=CC=2)(C2C=CC=CC=2)C2C=CC=CC=2)([P](C2C=CC=CC=2)(C2C=CC=CC=2)C2C=CC=CC=2)[P](C2C=CC=CC=2)(C2C=CC=CC=2)C2C=CC=CC=2)(C2C=CC=CC=2)C2C=CC=CC=2)=CC=1. The product is [S:1]1[CH:5]=[CH:4][CH:3]=[C:2]1[CH2:6][NH:7][C:8]([C:10]1[N:11]=[C:12]2[C:17]([C:29]3[CH:30]=[CH:31][O:27][CH:28]=3)=[CH:16][CH:15]=[CH:14][N:13]2[C:25]=1[Cl:26])=[O:9]. The yield is 0.480. (10) The reactants are [Br:1][C:2]1[CH:9]=[CH:8][C:5]([CH2:6]Br)=[CH:4][CH:3]=1.C(N(CC)CC)C.[CH2:17]1[C:20]2([CH2:25][CH2:24][NH:23][CH2:22][CH2:21]2)[CH2:19][O:18]1. The catalyst is C1COCC1. The product is [Br:1][C:2]1[CH:9]=[CH:8][C:5]([CH2:6][N:23]2[CH2:24][CH2:25][C:20]3([CH2:17][O:18][CH2:19]3)[CH2:21][CH2:22]2)=[CH:4][CH:3]=1. The yield is 0.970.